This data is from hERG potassium channel inhibition data for cardiac toxicity prediction from Karim et al.. The task is: Regression/Classification. Given a drug SMILES string, predict its toxicity properties. Task type varies by dataset: regression for continuous values (e.g., LD50, hERG inhibition percentage) or binary classification for toxic/non-toxic outcomes (e.g., AMES mutagenicity, cardiotoxicity, hepatotoxicity). Dataset: herg_karim. (1) The molecule is O=C(CCc1ccccn1)N[C@H]1CC[C@H](c2ccc(O)cc2)CC1. The result is 0 (non-blocker). (2) The molecule is CC(C)N1CCC(Oc2ccc(N3CCN(C(=O)c4ccc(F)cc4F)CC3=O)cc2)CC1. The result is 0 (non-blocker). (3) The drug is COc1cc(N2CCN(C(=O)[C@@H](C)N)CC2)ccc1Nc1ncc(Cl)c(-c2cnc3ccccn23)n1. The result is 0 (non-blocker). (4) The drug is O=C(Nc1ccc(Oc2ccnc3[nH]ccc23)c(F)c1)c1cccn(-c2ccc(F)cc2)c1=O. The result is 0 (non-blocker). (5) The drug is O=C(NC1CCN(Cc2ccc3c(c2)OC(F)(F)O3)CC1)c1cc(=O)c2ccc(F)cc2o1. The result is 1 (blocker). (6) The drug is C[NH+](CCOc1ccc(NS(C)(=O)=O)cc1)CCc1ccc(NS(C)(=O)=O)cc1. The result is 1 (blocker). (7) The drug is N#Cc1cnc(C(=O)Nc2ccc(C3CCN(C(=O)Cc4cccnc4)CC3)cc2C2=CCCCC2)[nH]1. The result is 0 (non-blocker).